Dataset: HIV replication inhibition screening data with 41,000+ compounds from the AIDS Antiviral Screen. Task: Binary Classification. Given a drug SMILES string, predict its activity (active/inactive) in a high-throughput screening assay against a specified biological target. (1) The molecule is COC(=O)Nc1nc2cc(C(=O)c3ccccc3)ccc2[nH]1. The result is 0 (inactive). (2) The drug is CCOC(=O)C(=C=Cc1cccs1)C(=O)c1ccccc1. The result is 0 (inactive). (3) The compound is CC(C)C1CSC2N1C(=O)C2(OCc1ccccc1)C1CC1. The result is 0 (inactive). (4) The molecule is CC(=O)Oc1ccc(CC2COC(=O)C2Cc2ccc(OC(C)=O)c(OC(C)=O)c2)cc1OC(C)=O. The result is 0 (inactive). (5) The molecule is CCC1CC2CN3CCc4c([nH]c5ccccc45)C(C(=O)OC)(C2)C13. The result is 0 (inactive). (6) The compound is CC(C=Cc1ccc(N(C)C)cc1)=NNC(=S)NCC(C)C. The result is 0 (inactive). (7) The compound is CN=C(N=c1ssc(=NC)n1C)N(C)C.[O-][Cl+3]([O-])([O-])O. The result is 1 (active). (8) The drug is N#Cc1sc2c(c1OC(=O)c1ccc(C(F)(F)F)cc1)c(=O)n(-c1ccccc1)c(=S)n2-c1ccccc1. The result is 0 (inactive). (9) The molecule is Cc1cn2c(=O)c3ncn(C4OC(CO)C(O)C4O)c3n(C)c2n1. The result is 0 (inactive).